This data is from Full USPTO retrosynthesis dataset with 1.9M reactions from patents (1976-2016). The task is: Predict the reactants needed to synthesize the given product. Given the product [CH3:1][CH2:2][CH2:3][CH2:4][CH2:5][CH2:6][CH2:7][CH2:8][CH:9]=[CH:10][CH2:11][CH2:12][CH2:13][CH2:14][CH2:15][CH2:16][CH2:17][CH3:18], predict the reactants needed to synthesize it. The reactants are: [CH2:1]=[CH:2][CH2:3][CH2:4][CH2:5][CH2:6][CH2:7][CH2:8][CH2:9][CH3:10].[CH3:11][CH2:12][CH2:13][CH2:14][CH2:15][CH3:16].[C:17]1(C)C=CC=C[CH:18]=1.